This data is from Experimentally validated miRNA-target interactions with 360,000+ pairs, plus equal number of negative samples. The task is: Binary Classification. Given a miRNA mature sequence and a target amino acid sequence, predict their likelihood of interaction. (1) The miRNA is dme-miR-311-3p with sequence UAUUGCACAUUCACCGGCCUGA. The protein sequence of the target gene is MSTERDSETTFDEESQPNDEVVPYSDDETEDELEDQGSTVEPEQNRVNREAEKKRETFRKDCTWQVKANDRKFHEQPHFMNTKFFCIKESKYASNAIKTYKYNGFTFLPMNLFEQFKRAANFYFLILLILQAIPQISTLAWYTTLVPLLLVLGITAIKDLVDDVARHKMDKEINNRTCEVIKDGRFKIIKWKDIQVGDVIRLKKNDFIPADILLLSSSEPNSLCYVETAELDGETNLKFKMALEITDQYLQIEDNLATFDGFIECEEPNNRLDKFTGTLFWKNQSFPLDADKILLRGCVI.... Result: 0 (no interaction). (2) The miRNA is hsa-miR-4676-3p with sequence CACUGUUUCACCACUGGCUCUU. The protein sequence of the target gene is MPHSYPALSAEQKKELSDIALRIVAPGKGILAADESVGSMAKRLSQIGVENTEENRRLYRQVLFSADDRVKKCIGGVIFFHETLYQKDDNGVPFVRTIQDKGIVVGIKVDKGVVPLAGTDGETTTQGLDGLSERCAQYKKDGADFAKWRCVLKISERTPSALAILENANVLARYASICQQNGIVPIVEPEILPDGDHDLKRCQYVTEKVLAAVYKALSDHHVYLEGTLLKPNMVTPGHACPIKYTPEEIAMATVTALRRTVPPAVPGVTFLSGGQSEEEASFNLNAINRCPLPRPWALTF.... Result: 0 (no interaction).